Dataset: Reaction yield outcomes from USPTO patents with 853,638 reactions. Task: Predict the reaction yield, written as a fraction of the theoretical maximum amount of product (1.0 means a 100% yield; for example, 0.34 means a 34% yield). (1) The reactants are C(C1C=C(NC(=O)CCCC2C=CC([B:25]([OH:27])[OH:26])=CC=2)C=CC=1S(CC)(=O)=O)#N.Br[C:30]1[CH:35]=[CH:34][C:33]([CH2:36][CH2:37][CH2:38][C:39]([NH:41][C:42]2[CH:43]=[CH:44][C:45]([S:58]([CH:61]([CH3:63])[CH3:62])(=[O:60])=[O:59])=[C:46]([CH:57]=2)[CH2:47][N:48]([CH3:56])[C:49](=[O:55])[O:50][C:51]([CH3:54])([CH3:53])[CH3:52])=[O:40])=[CH:32][CH:31]=1.CC1(C)COB(B2OCC(C)(C)CO2)OC1.B(O)O. No catalyst specified. The product is [C:51]([O:50][C:49]([N:48]([CH2:47][C:46]1[CH:57]=[C:42]([NH:41][C:39](=[O:40])[CH2:38][CH2:37][CH2:36][C:33]2[CH:34]=[CH:35][C:30]([B:25]([OH:27])[OH:26])=[CH:31][CH:32]=2)[CH:43]=[CH:44][C:45]=1[S:58]([CH:61]([CH3:63])[CH3:62])(=[O:60])=[O:59])[CH3:56])=[O:55])([CH3:54])([CH3:53])[CH3:52]. The yield is 0.800. (2) The reactants are [Cl:1][C:2]1[C:7]2[CH2:8][O:9][C@:10]3([CH3:15])[C@H:14]([C:6]=2[C:5]([CH:16]=[CH2:17])=[CH:4][CH:3]=1)[CH2:13][NH:12][CH2:11]3.Cl. The catalyst is [Pd].C(O)C. The product is [ClH:1].[Cl:1][C:2]1[C:7]2[CH2:8][O:9][C@:10]3([CH3:15])[C@H:14]([C:6]=2[C:5]([CH2:16][CH3:17])=[CH:4][CH:3]=1)[CH2:13][NH:12][CH2:11]3. The yield is 0.370. (3) The reactants are C(O)(=O)C(O)=O.[NH:7]1[CH2:11][CH2:10][C@@H:9]([NH:12][C:13](=[O:22])[O:14][CH2:15][C:16]2[CH:21]=[CH:20][CH:19]=[CH:18][CH:17]=2)[CH2:8]1.Cl[C:24]1[C:33]2[C:28](=[CH:29][CH:30]=[C:31]([F:34])[CH:32]=2)[N:27]=[C:26]([C:35]2[CH:40]=[CH:39][CH:38]=[CH:37][C:36]=2[OH:41])[N:25]=1.C(N(CC)CC)C. The catalyst is C(Cl)Cl. The product is [F:34][C:31]1[CH:32]=[C:33]2[C:28](=[CH:29][CH:30]=1)[N:27]=[C:26]([C:35]1[CH:40]=[CH:39][CH:38]=[CH:37][C:36]=1[OH:41])[N:25]=[C:24]2[N:7]1[CH2:11][CH2:10][C@@H:9]([NH:12][C:13](=[O:22])[O:14][CH2:15][C:16]2[CH:17]=[CH:18][CH:19]=[CH:20][CH:21]=2)[CH2:8]1. The yield is 0.820. (4) The reactants are CC(C)([O-])C.[Na+].[CH3:7][C:8]1([CH3:27])[C:12](=[O:13])[C:11]2[C:14]([CH3:26])=[C:15]([N:20]3[CH2:25][CH2:24][NH:23][CH2:22][CH2:21]3)[C:16]([CH3:19])=[C:17]([CH3:18])[C:10]=2[O:9]1.Br[C:29]1[CH:34]=[CH:33][C:32]([O:35][CH3:36])=[C:31]([CH3:37])[CH:30]=1.C1C=CC(P(C2C(C3C(P(C4C=CC=CC=4)C4C=CC=CC=4)=CC=C4C=3C=CC=C4)=C3C(C=CC=C3)=CC=2)C2C=CC=CC=2)=CC=1. The catalyst is O.C([O-])(=O)C.[Pd+2].C([O-])(=O)C.C1(C)C=CC=CC=1. The product is [CH3:36][O:35][C:32]1[CH:33]=[CH:34][C:29]([N:23]2[CH2:22][CH2:21][N:20]([C:15]3[C:16]([CH3:19])=[C:17]([CH3:18])[C:10]4[O:9][C:8]([CH3:27])([CH3:7])[C:12](=[O:13])[C:11]=4[C:14]=3[CH3:26])[CH2:25][CH2:24]2)=[CH:30][C:31]=1[CH3:37]. The yield is 0.230.